Dataset: Catalyst prediction with 721,799 reactions and 888 catalyst types from USPTO. Task: Predict which catalyst facilitates the given reaction. Reactant: C([O:3][C:4]([CH2:6][C:7]([NH:9][NH:10][C:11]1[CH:21]=[CH:20][C:14]([C:15]([O:17][CH2:18][CH3:19])=[O:16])=[CH:13][CH:12]=1)=[O:8])=O)C.[OH-].[Na+].Cl. Product: [O:8]=[C:7]1[CH2:6][C:4](=[O:3])[N:10]([C:11]2[CH:21]=[CH:20][C:14]([C:15]([O:17][CH2:18][CH3:19])=[O:16])=[CH:13][CH:12]=2)[NH:9]1. The catalyst class is: 14.